This data is from Experimental lipophilicity measurements (octanol/water distribution) for 4,200 compounds from AstraZeneca. The task is: Regression/Classification. Given a drug SMILES string, predict its absorption, distribution, metabolism, or excretion properties. Task type varies by dataset: regression for continuous measurements (e.g., permeability, clearance, half-life) or binary classification for categorical outcomes (e.g., BBB penetration, CYP inhibition). For this dataset (lipophilicity_astrazeneca), we predict Y. (1) The molecule is O=C(C1CCN(c2nnc(-n3cccc3)s2)CC1)N1CCN(Cc2ccc3c(c2)OCO3)CC1. The Y is 2.50 logD. (2) The drug is O=C(O)C[C@@H]1c2ccccc2C[C@H]1NC(=O)c1cc2sc(Cl)c(Cl)c2[nH]1. The Y is 2.53 logD. (3) The molecule is CC1(COc2ccc3c(c2)ncn3-c2ccc3cccc(N4CCC(N)CC4)c3n2)COC1. The Y is 1.99 logD. (4) The molecule is COc1c(C#N)cc2ccccc2c1C(=O)N(C)C[C@@H](CCN1CCC(N2CCCNC2=O)CC1)c1ccc(Cl)c(Cl)c1. The Y is 3.00 logD. (5) The compound is O=C(NC1CCCC1)C(c1ccncc1)N(Cc1ccco1)C(=O)c1ccc(-c2ccccc2)[nH]1. The Y is 4.36 logD. (6) The compound is NC(=O)Nc1sc(-c2ccc(F)cc2)cc1C(=O)N[C@H]1CCCNC1. The Y is 1.76 logD. (7) The drug is C=CCn1c(=O)c2c(-c3nc(C#N)cn3C)n(Cc3ccnc4ccc(Cl)cc34)nc2n(CC2CC2)c1=O. The Y is 3.92 logD.